From a dataset of Forward reaction prediction with 1.9M reactions from USPTO patents (1976-2016). Predict the product of the given reaction. Given the reactants CC(N=NC(C#N)(C)C)(C#N)C.[CH3:13][O:14][C:15](=[O:25])[CH2:16][C:17]1[CH:22]=[CH:21][CH:20]=[C:19]([O:23][CH3:24])[CH:18]=1.C1C(=O)N([Br:33])C(=O)C1, predict the reaction product. The product is: [CH3:13][O:14][C:15](=[O:25])[CH:16]([Br:33])[C:17]1[CH:22]=[CH:21][CH:20]=[C:19]([O:23][CH3:24])[CH:18]=1.